This data is from Full USPTO retrosynthesis dataset with 1.9M reactions from patents (1976-2016). The task is: Predict the reactants needed to synthesize the given product. Given the product [CH2:40]([O:42][C:43]1[CH:62]=[CH:61][C:46]([O:47][CH:48]2[CH2:49][N:50]([C:52]3[CH:57]=[CH:56][C:55]([C@@H:58]([NH:60][C:6]([C:2]4([CH3:1])[CH2:3][CH2:4][CH2:5]4)=[O:8])[CH3:59])=[CH:54][CH:53]=3)[CH2:51]2)=[CH:45][CH:44]=1)[CH3:41], predict the reactants needed to synthesize it. The reactants are: [CH3:1][C:2]1([C:6]([OH:8])=O)[CH2:5][CH2:4][CH2:3]1.CCN(C(C)C)C(C)C.CN(C(ON1N=NC2C=CC=CC1=2)=[N+](C)C)C.[B-](F)(F)(F)F.[CH2:40]([O:42][C:43]1[CH:62]=[CH:61][C:46]([O:47][CH:48]2[CH2:51][N:50]([C:52]3[CH:57]=[CH:56][C:55]([C@@H:58]([NH2:60])[CH3:59])=[CH:54][CH:53]=3)[CH2:49]2)=[CH:45][CH:44]=1)[CH3:41].